From a dataset of NCI-60 drug combinations with 297,098 pairs across 59 cell lines. Regression. Given two drug SMILES strings and cell line genomic features, predict the synergy score measuring deviation from expected non-interaction effect. (1) Drug 1: CC1=CC2C(CCC3(C2CCC3(C(=O)C)OC(=O)C)C)C4(C1=CC(=O)CC4)C. Drug 2: CCN(CC)CCNC(=O)C1=C(NC(=C1C)C=C2C3=C(C=CC(=C3)F)NC2=O)C. Cell line: COLO 205. Synergy scores: CSS=4.14, Synergy_ZIP=3.03, Synergy_Bliss=6.77, Synergy_Loewe=2.84, Synergy_HSA=2.54. (2) Drug 1: CCCS(=O)(=O)NC1=C(C(=C(C=C1)F)C(=O)C2=CNC3=C2C=C(C=N3)C4=CC=C(C=C4)Cl)F. Drug 2: CN1C2=C(C=C(C=C2)N(CCCl)CCCl)N=C1CCCC(=O)O.Cl. Cell line: NCI/ADR-RES. Synergy scores: CSS=6.66, Synergy_ZIP=2.43, Synergy_Bliss=2.06, Synergy_Loewe=-0.0138, Synergy_HSA=-0.296. (3) Drug 1: C1=NC2=C(N1)C(=S)N=CN2. Drug 2: CCC1(C2=C(COC1=O)C(=O)N3CC4=CC5=C(C=CC(=C5CN(C)C)O)N=C4C3=C2)O.Cl. Cell line: NCIH23. Synergy scores: CSS=34.1, Synergy_ZIP=-2.86, Synergy_Bliss=2.72, Synergy_Loewe=-4.18, Synergy_HSA=3.99. (4) Drug 1: CN1CCC(CC1)COC2=C(C=C3C(=C2)N=CN=C3NC4=C(C=C(C=C4)Br)F)OC. Drug 2: CC(CN1CC(=O)NC(=O)C1)N2CC(=O)NC(=O)C2. Cell line: CAKI-1. Synergy scores: CSS=56.9, Synergy_ZIP=1.50, Synergy_Bliss=4.11, Synergy_Loewe=7.73, Synergy_HSA=10.5. (5) Drug 1: CN1CCC(CC1)COC2=C(C=C3C(=C2)N=CN=C3NC4=C(C=C(C=C4)Br)F)OC. Drug 2: C1CCC(C1)C(CC#N)N2C=C(C=N2)C3=C4C=CNC4=NC=N3. Cell line: SN12C. Synergy scores: CSS=15.7, Synergy_ZIP=-4.29, Synergy_Bliss=0.741, Synergy_Loewe=1.89, Synergy_HSA=2.94. (6) Drug 1: C1=NC2=C(N=C(N=C2N1C3C(C(C(O3)CO)O)O)F)N. Drug 2: C1CN(P(=O)(OC1)NCCCl)CCCl. Cell line: SN12C. Synergy scores: CSS=-0.490, Synergy_ZIP=-3.74, Synergy_Bliss=3.56, Synergy_Loewe=-12.8, Synergy_HSA=-2.52.